The task is: Predict the reactants needed to synthesize the given product.. This data is from Full USPTO retrosynthesis dataset with 1.9M reactions from patents (1976-2016). (1) Given the product [O:4]1[C:12]2[CH:11]=[CH:10][N:9]=[C:8]([N:13]3[CH2:18][CH2:17][N:16]([CH2:19][CH2:20][C@H:21]4[CH2:26][CH2:25][C@H:24]([NH:27][C:28](=[O:32])[CH:29]([CH3:31])[CH3:30])[CH2:23][CH2:22]4)[CH2:15][CH2:14]3)[C:7]=2[CH2:6][CH2:5]1, predict the reactants needed to synthesize it. The reactants are: Cl.Cl.Cl.[O:4]1[C:12]2[CH:11]=[CH:10][N:9]=[C:8]([N:13]3[CH2:18][CH2:17][N:16]([CH2:19][CH2:20][C@H:21]4[CH2:26][CH2:25][C@H:24]([NH2:27])[CH2:23][CH2:22]4)[CH2:15][CH2:14]3)[C:7]=2[CH2:6][CH2:5]1.[C:28](O)(=[O:32])[CH:29]([CH3:31])[CH3:30]. (2) Given the product [CH3:8][C@H:4]1[NH:3][C@@H:2]([CH3:1])[CH2:7][N:6]([S:9]([NH2:12])(=[O:11])=[O:10])[CH2:5]1, predict the reactants needed to synthesize it. The reactants are: [CH3:1][C@@H:2]1[CH2:7][NH:6][CH2:5][C@H:4]([CH3:8])[NH:3]1.[S:9](N)([NH2:12])(=[O:11])=[O:10].